This data is from Forward reaction prediction with 1.9M reactions from USPTO patents (1976-2016). The task is: Predict the product of the given reaction. (1) Given the reactants [Cl:1][C:2]1[C:7]([C:8]#[N:9])=[CH:6][C:5]([C:10]2[C:19]3[C:14](=[CH:15][C:16]([S:20](OC4C(F)=C(F)C(F)=C(F)C=4F)(=[O:22])=[O:21])=[CH:17][CH:18]=3)[CH:13]=[CH:12][N:11]=2)=[C:4]([O:35][CH3:36])[CH:3]=1.[N:37]1[CH:42]=[CH:41][CH:40]=[N:39][C:38]=1[NH2:43].C1COCC1.C[Si]([N-][Si](C)(C)C)(C)C.[Li+], predict the reaction product. The product is: [Cl:1][C:2]1[C:7]([C:8]#[N:9])=[CH:6][C:5]([C:10]2[C:19]3[C:14](=[CH:15][C:16]([S:20]([NH:43][C:38]4[N:39]=[CH:40][CH:41]=[CH:42][N:37]=4)(=[O:22])=[O:21])=[CH:17][CH:18]=3)[CH:13]=[CH:12][N:11]=2)=[C:4]([O:35][CH3:36])[CH:3]=1. (2) Given the reactants [N:1]1[N:2]=[C:3]([C:6]2[CH:11]=[CH:10][N:9]=[CH:8][CH:7]=2)[NH:4][CH:5]=1.[CH3:12][O:13][C:14]1[CH:19]=[CH:18][C:17]([CH2:20]Cl)=[CH:16][CH:15]=1.C([O-])([O-])=O.[K+].[K+], predict the reaction product. The product is: [CH3:12][O:13][C:14]1[CH:19]=[CH:18][C:17]([CH2:20][N:4]2[CH:5]=[N:1][N:2]=[C:3]2[C:6]2[CH:11]=[CH:10][N:9]=[CH:8][CH:7]=2)=[CH:16][CH:15]=1. (3) Given the reactants [N+:1]([C:4]1[C:14]([N:15]2[CH:19]=[CH:18][CH:17]=[CH:16]2)=[CH:13][CH:12]=[CH:11][C:5]=1[C:6]([O:8][CH2:9][CH3:10])=[O:7])([O-])=O, predict the reaction product. The product is: [NH2:1][C:4]1[C:14]([N:15]2[CH:19]=[CH:18][CH:17]=[CH:16]2)=[CH:13][CH:12]=[CH:11][C:5]=1[C:6]([O:8][CH2:9][CH3:10])=[O:7]. (4) Given the reactants C(Cl)(=O)C(Cl)=O.CS(C)=O.[C:11]1([CH2:21][OH:22])[C:20]2[C:15](=[CH:16][CH:17]=[CH:18][CH:19]=2)[CH:14]=[CH:13][CH:12]=1.CCN(CC)CC.C(O)(=O)CC(CC(O)=O)(C(O)=O)O, predict the reaction product. The product is: [C:11]1([CH:21]=[O:22])[C:20]2[C:15](=[CH:16][CH:17]=[CH:18][CH:19]=2)[CH:14]=[CH:13][CH:12]=1.